From a dataset of NCI-60 drug combinations with 297,098 pairs across 59 cell lines. Regression. Given two drug SMILES strings and cell line genomic features, predict the synergy score measuring deviation from expected non-interaction effect. (1) Drug 1: CN1C2=C(C=C(C=C2)N(CCCl)CCCl)N=C1CCCC(=O)O.Cl. Drug 2: CC1C(C(CC(O1)OC2CC(CC3=C2C(=C4C(=C3O)C(=O)C5=CC=CC=C5C4=O)O)(C(=O)C)O)N)O. Cell line: HT29. Synergy scores: CSS=27.5, Synergy_ZIP=1.71, Synergy_Bliss=0.403, Synergy_Loewe=-33.2, Synergy_HSA=-1.82. (2) Drug 1: C1=NC2=C(N=C(N=C2N1C3C(C(C(O3)CO)O)O)F)N. Drug 2: CS(=O)(=O)CCNCC1=CC=C(O1)C2=CC3=C(C=C2)N=CN=C3NC4=CC(=C(C=C4)OCC5=CC(=CC=C5)F)Cl. Cell line: HS 578T. Synergy scores: CSS=0.680, Synergy_ZIP=-2.77, Synergy_Bliss=-3.62, Synergy_Loewe=-9.26, Synergy_HSA=-4.87. (3) Drug 1: C1CCN(CC1)CCOC2=CC=C(C=C2)C(=O)C3=C(SC4=C3C=CC(=C4)O)C5=CC=C(C=C5)O. Drug 2: CN1CCC(CC1)COC2=C(C=C3C(=C2)N=CN=C3NC4=C(C=C(C=C4)Br)F)OC. Cell line: SF-539. Synergy scores: CSS=4.51, Synergy_ZIP=-2.56, Synergy_Bliss=-4.52, Synergy_Loewe=-5.07, Synergy_HSA=-3.20. (4) Drug 1: CC(C1=C(C=CC(=C1Cl)F)Cl)OC2=C(N=CC(=C2)C3=CN(N=C3)C4CCNCC4)N. Drug 2: C1CN1P(=S)(N2CC2)N3CC3. Cell line: OVCAR-8. Synergy scores: CSS=28.3, Synergy_ZIP=-1.41, Synergy_Bliss=7.90, Synergy_Loewe=7.52, Synergy_HSA=8.07. (5) Drug 1: CC12CCC3C(C1CCC2=O)CC(=C)C4=CC(=O)C=CC34C. Drug 2: CC1OCC2C(O1)C(C(C(O2)OC3C4COC(=O)C4C(C5=CC6=C(C=C35)OCO6)C7=CC(=C(C(=C7)OC)O)OC)O)O. Cell line: BT-549. Synergy scores: CSS=54.1, Synergy_ZIP=3.38, Synergy_Bliss=2.75, Synergy_Loewe=3.92, Synergy_HSA=5.22. (6) Drug 1: CC(CN1CC(=O)NC(=O)C1)N2CC(=O)NC(=O)C2. Drug 2: CC1=CC2C(CCC3(C2CCC3(C(=O)C)OC(=O)C)C)C4(C1=CC(=O)CC4)C. Cell line: SR. Synergy scores: CSS=73.4, Synergy_ZIP=10.8, Synergy_Bliss=12.5, Synergy_Loewe=-2.15, Synergy_HSA=12.4. (7) Drug 1: C1=NC(=NC(=O)N1C2C(C(C(O2)CO)O)O)N. Drug 2: CC1=C(N=C(N=C1N)C(CC(=O)N)NCC(C(=O)N)N)C(=O)NC(C(C2=CN=CN2)OC3C(C(C(C(O3)CO)O)O)OC4C(C(C(C(O4)CO)O)OC(=O)N)O)C(=O)NC(C)C(C(C)C(=O)NC(C(C)O)C(=O)NCCC5=NC(=CS5)C6=NC(=CS6)C(=O)NCCC[S+](C)C)O. Cell line: A498. Synergy scores: CSS=15.3, Synergy_ZIP=-7.11, Synergy_Bliss=1.06, Synergy_Loewe=2.55, Synergy_HSA=3.58. (8) Drug 1: C1CCN(CC1)CCOC2=CC=C(C=C2)C(=O)C3=C(SC4=C3C=CC(=C4)O)C5=CC=C(C=C5)O. Drug 2: C1=CC(=CC=C1C#N)C(C2=CC=C(C=C2)C#N)N3C=NC=N3. Cell line: MOLT-4. Synergy scores: CSS=2.43, Synergy_ZIP=-1.73, Synergy_Bliss=-3.77, Synergy_Loewe=-3.68, Synergy_HSA=-3.49. (9) Drug 1: CS(=O)(=O)OCCCCOS(=O)(=O)C. Drug 2: N.N.Cl[Pt+2]Cl. Cell line: SK-MEL-5. Synergy scores: CSS=61.3, Synergy_ZIP=-0.598, Synergy_Bliss=-0.941, Synergy_Loewe=-27.1, Synergy_HSA=0.705. (10) Drug 1: CS(=O)(=O)C1=CC(=C(C=C1)C(=O)NC2=CC(=C(C=C2)Cl)C3=CC=CC=N3)Cl. Drug 2: CN(CCCl)CCCl.Cl. Cell line: SF-539. Synergy scores: CSS=15.1, Synergy_ZIP=-4.95, Synergy_Bliss=-0.813, Synergy_Loewe=-6.67, Synergy_HSA=-0.945.